This data is from Full USPTO retrosynthesis dataset with 1.9M reactions from patents (1976-2016). The task is: Predict the reactants needed to synthesize the given product. (1) The reactants are: [CH2:1]([NH:8][C:9]([C:11]1[N:20]=[CH:19][CH:18]=[C:17]2[C:12]=1[CH:13]=[C:14]([C:36]1[CH:41]=[CH:40][CH:39]=[CH:38][CH:37]=1)[C:15]([C:21]1[CH:35]=[CH:34][C:24]([CH2:25][NH:26]C(=O)OC(C)(C)C)=[CH:23][CH:22]=1)=[N:16]2)=[O:10])[C:2]1[CH:7]=[CH:6][CH:5]=[CH:4][CH:3]=1.[ClH:42]. Given the product [Cl-:42].[CH2:1]([NH:8][C:9]([C:11]1[N:20]=[CH:19][CH:18]=[C:17]2[C:12]=1[CH:13]=[C:14]([C:36]1[CH:41]=[CH:40][CH:39]=[CH:38][CH:37]=1)[C:15]([C:21]1[CH:35]=[CH:34][C:24]([CH2:25][NH3+:26])=[CH:23][CH:22]=1)=[N:16]2)=[O:10])[C:2]1[CH:3]=[CH:4][CH:5]=[CH:6][CH:7]=1, predict the reactants needed to synthesize it. (2) Given the product [Cl:18][C:7]1[C:8]2[CH:15]=[CH:14][CH:13]=[CH:12][C:9]=2[NH:10][C:11]2[N:1]=[CH:2][CH:3]=[CH:4][C:5]=2[N:6]=1, predict the reactants needed to synthesize it. The reactants are: [N:1]1[C:11]2[NH:10][C:9]3[CH:12]=[CH:13][CH:14]=[CH:15][C:8]=3[C:7](=O)[NH:6][C:5]=2[CH:4]=[CH:3][CH:2]=1.P(Cl)(Cl)(Cl)(Cl)[Cl:18].